Dataset: Catalyst prediction with 721,799 reactions and 888 catalyst types from USPTO. Task: Predict which catalyst facilitates the given reaction. (1) Reactant: [CH:1]1([NH2:7])[CH2:6][CH2:5][CH2:4][CH2:3][CH2:2]1.[NH:8]1[CH:12]=[CH:11][N:10]=[C:9]1[CH:13]=O.[BH4-].[Na+].Cl. Product: [CH:1]1([NH:7][CH2:13][C:9]2[NH:8][CH:12]=[CH:11][N:10]=2)[CH2:6][CH2:5][CH2:4][CH2:3][CH2:2]1. The catalyst class is: 5. (2) Reactant: [C:1]([O:5][C:6](=[O:50])[N:7]([C:20]1[N:21]([C:25]2[CH:30]=[C:29]([CH:31]([CH3:33])[CH3:32])[C:28]([O:34]CC3C=CC=CC=3)=[CH:27][C:26]=2[O:42]CC2C=CC=CC=2)[N:22]=[N:23][CH:24]=1)[C:8]1[CH:13]=[CH:12][C:11]([N:14]2[CH2:19][CH2:18][O:17][CH2:16][CH2:15]2)=[CH:10][CH:9]=1)([CH3:4])([CH3:3])[CH3:2]. Product: [C:1]([O:5][C:6](=[O:50])[N:7]([C:20]1[N:21]([C:25]2[CH:30]=[C:29]([CH:31]([CH3:32])[CH3:33])[C:28]([OH:34])=[CH:27][C:26]=2[OH:42])[N:22]=[N:23][CH:24]=1)[C:8]1[CH:13]=[CH:12][C:11]([N:14]2[CH2:19][CH2:18][O:17][CH2:16][CH2:15]2)=[CH:10][CH:9]=1)([CH3:2])([CH3:4])[CH3:3]. The catalyst class is: 320. (3) Reactant: [CH:1]1[C:14]2[C:5](=[CH:6][C:7]3[C:12]([C:13]=2[SiH:15]([C:30]2[C:31]4[C:36]([CH:37]=[C:38]5[C:43]=2[CH:42]=[CH:41][CH:40]=[CH:39]5)=[CH:35][CH:34]=[CH:33][CH:32]=4)[C:16]2[C:17]4[C:22]([CH:23]=[C:24]5[C:29]=2[CH:28]=[CH:27][CH:26]=[CH:25]5)=[CH:21][CH:20]=[CH:19][CH:18]=4)=[CH:11][CH:10]=[CH:9][CH:8]=3)[CH:4]=[CH:3][CH:2]=1.[Mn]([O-])(=O)(=O)=[O:45].[K+]. Product: [CH:11]1[C:12]2[C:7](=[CH:6][C:5]3[C:14]([C:13]=2[Si:15]([C:16]2[C:29]4[C:24]([CH:23]=[C:22]5[C:17]=2[CH:18]=[CH:19][CH:20]=[CH:21]5)=[CH:25][CH:26]=[CH:27][CH:28]=4)([C:30]2[C:31]4[C:36]([CH:37]=[C:38]5[C:43]=2[CH:42]=[CH:41][CH:40]=[CH:39]5)=[CH:35][CH:34]=[CH:33][CH:32]=4)[OH:45])=[CH:1][CH:2]=[CH:3][CH:4]=3)[CH:8]=[CH:9][CH:10]=1. The catalyst class is: 7.